This data is from Full USPTO retrosynthesis dataset with 1.9M reactions from patents (1976-2016). The task is: Predict the reactants needed to synthesize the given product. (1) Given the product [C:20]([NH:19][C:17]1[S:16][C:14]2[N:15]=[C:10]([N:9]([CH3:23])[C:4]3[CH:5]=[CH:6][C:7]([F:8])=[C:2]([NH:1][C:32](=[O:33])[C:31]4[CH:35]=[CH:36][CH:37]=[C:29]([C:26]([C:24]#[N:25])([CH3:27])[CH3:28])[CH:30]=4)[CH:3]=3)[N:11]=[CH:12][C:13]=2[N:18]=1)(=[O:22])[CH3:21], predict the reactants needed to synthesize it. The reactants are: [NH2:1][C:2]1[CH:3]=[C:4]([N:9]([CH3:23])[C:10]2[N:11]=[CH:12][C:13]3[N:18]=[C:17]([NH:19][C:20](=[O:22])[CH3:21])[S:16][C:14]=3[N:15]=2)[CH:5]=[CH:6][C:7]=1[F:8].[C:24]([C:26]([C:29]1[CH:30]=[C:31]([CH:35]=[CH:36][CH:37]=1)[C:32](O)=[O:33])([CH3:28])[CH3:27])#[N:25].F[P-](F)(F)(F)(F)F.N1(OC(N(C)C)=[N+](C)C)C2N=CC=CC=2N=N1.C(=O)([O-])O.[Na+]. (2) The reactants are: [BH4-].[Na+].[CH2:3]([N+:10]1[CH:15]=[CH:14][C:13]([C:16]2[O:17][C:18]([CH3:21])=[CH:19][N:20]=2)=[CH:12][CH:11]=1)[C:4]1[CH:9]=[CH:8][CH:7]=[CH:6][CH:5]=1. Given the product [CH2:3]([N:10]1[CH2:11][CH:12]=[C:13]([C:16]2[O:17][C:18]([CH3:21])=[CH:19][N:20]=2)[CH2:14][CH2:15]1)[C:4]1[CH:5]=[CH:6][CH:7]=[CH:8][CH:9]=1, predict the reactants needed to synthesize it. (3) Given the product [Cl:24][C:25]1[CH:30]=[C:29]([CH:28]=[C:27]([CH3:34])[N:26]=1)[C:31]([NH:1][C:2]1[CH:23]=[CH:22][CH:21]=[C:4]([O:5][C:6]2[CH:7]=[CH:8][C:9]3[N:10]([CH:12]=[C:13]([NH:15][C:16]([CH:18]4[CH2:20][CH2:19]4)=[O:17])[N:14]=3)[N:11]=2)[CH:3]=1)=[O:32], predict the reactants needed to synthesize it. The reactants are: [NH2:1][C:2]1[CH:3]=[C:4]([CH:21]=[CH:22][CH:23]=1)[O:5][C:6]1[CH:7]=[CH:8][C:9]2[N:10]([CH:12]=[C:13]([NH:15][C:16]([CH:18]3[CH2:20][CH2:19]3)=[O:17])[N:14]=2)[N:11]=1.[Cl:24][C:25]1[CH:30]=[C:29]([C:31](O)=[O:32])[CH:28]=[C:27]([CH3:34])[N:26]=1.Cl.CN(C)CCCN=C=NCC.ON1C2C=CC=CC=2N=N1.[Cl-].[NH4+]. (4) Given the product [CH3:1][C:2]1[CH:7]=[CH:6][C:5]([S:8]([N:11]2[CH2:16][CH2:15][C:14]3[S:17][C:18]([C:20]([OH:22])=[O:21])=[CH:19][C:13]=3[CH2:12]2)(=[O:9])=[O:10])=[CH:4][CH:3]=1, predict the reactants needed to synthesize it. The reactants are: [CH3:1][C:2]1[CH:7]=[CH:6][C:5]([S:8]([N:11]2[CH2:16][CH2:15][C:14]3[S:17][C:18]([C:20]([O:22]CC)=[O:21])=[CH:19][C:13]=3[CH2:12]2)(=[O:10])=[O:9])=[CH:4][CH:3]=1.[OH-].[Na+]. (5) Given the product [ClH:9].[CH3:7][O:8][C:1](=[NH:6])[CH2:2][CH2:3][CH2:4][CH3:5], predict the reactants needed to synthesize it. The reactants are: [C:1](#[N:6])[CH2:2][CH2:3][CH2:4][CH3:5].[CH3:7][OH:8].[ClH:9]. (6) Given the product [SH:21][CH2:20][CH2:19][N:9]1[C:10]([C:11]2[CH:12]=[C:13]([CH:16]=[CH:17][CH:18]=2)[C:14]#[N:15])=[C:6]2[C:7]([N:2]([CH3:1])[C:3](=[O:43])[N:4]([CH3:42])[C:5]2=[O:41])=[CH:8]1, predict the reactants needed to synthesize it. The reactants are: [CH3:1][N:2]1[C:7]2=[CH:8][N:9]([CH2:19][CH2:20][S:21]C(C3C=CC=CC=3)(C3C=CC=CC=3)C3C=CC=CC=3)[C:10]([C:11]3[CH:12]=[C:13]([CH:16]=[CH:17][CH:18]=3)[C:14]#[N:15])=[C:6]2[C:5](=[O:41])[N:4]([CH3:42])[C:3]1=[O:43].CSC1NC(=S)NC(=S)N=1.C([SiH](CC)CC)C.C(O)(C(F)(F)F)=O. (7) The reactants are: C1C(=O)N(OC(CCCCCNC([CH2:19][CH2:20][CH2:21][CH2:22][CH2:23][NH:24][C:25]([CH2:27][CH2:28][CH2:29][CH2:30][C@@H:31]2[S:35][CH2:34][C@@H:33]3[NH:36][C:37]([NH:39][C@H:32]23)=[O:38])=[O:26])=O)=O)C(=O)C1.C1(=O)[NH:44]C(=O)C=C1.[OH:47][C:48](CCCC[C@H]1[C@@H]2[C@@H](NC(N2)=O)CS1)=[O:49]. Given the product [C:25]([NH:24][C@H:23]([C:48]([OH:49])=[O:47])[CH2:22][CH2:21][CH2:20][CH2:19][NH2:44])(=[O:26])[CH2:27][CH2:28][CH2:29][CH2:30][C@H:31]1[C@@H:32]2[C@@H:33]([NH:36][C:37]([NH:39]2)=[O:38])[CH2:34][S:35]1, predict the reactants needed to synthesize it. (8) Given the product [Cl:11][C:12]1[CH:13]=[C:14]([O:28][CH3:29])[C:15]2[O:21][C:20]3[CH:22]=[CH:23][CH:24]=[CH:25][C:19]=3[C:18]([CH:9]=[O:10])=[C:17]([Cl:3])[C:16]=2[CH:27]=1, predict the reactants needed to synthesize it. The reactants are: P(Cl)(Cl)([Cl:3])=O.CN([CH:9]=[O:10])C.[Cl:11][C:12]1[CH:13]=[C:14]([O:28][CH3:29])[C:15]2[O:21][C:20]3[CH:22]=[CH:23][CH:24]=[CH:25][C:19]=3[CH2:18][C:17](=O)[C:16]=2[CH:27]=1.C([O-])(=O)C.[Na+].